This data is from Full USPTO retrosynthesis dataset with 1.9M reactions from patents (1976-2016). The task is: Predict the reactants needed to synthesize the given product. (1) Given the product [O:46]=[C:47]1[C:55]2[C:50](=[CH:51][CH:52]=[CH:53][CH:54]=2)[C:49](=[O:56])[N:48]1[CH2:57][CH2:58][CH2:6][N:8]1[CH2:9][CH2:10][CH:11]([N:14]([CH2:20][C:21]2[CH:25]=[CH:24][S:23][CH:22]=2)[C:15]([NH:17][O:18][CH3:19])=[O:16])[CH2:12][CH2:13]1, predict the reactants needed to synthesize it. The reactants are: C(O[C:6]([N:8]1[CH2:13][CH2:12][CH:11]([N:14]([CH2:20][C:21]2[CH:25]=[CH:24][S:23][CH:22]=2)[C:15]([NH:17][O:18][CH3:19])=[O:16])[CH2:10][CH2:9]1)=O)(C)(C)C.C(OC(N1CCC(NCC2C=CSC=2)CC1)=O)(C)(C)C.[O:46]=[C:47]1[C:55]2[C:50](=[CH:51][CH:52]=[CH:53][CH:54]=2)[C:49](=[O:56])[N:48]1[CH2:57][CH2:58]C=O.C(O[BH-](OC(=O)C)OC(=O)C)(=O)C.[Na+]. (2) Given the product [CH2:16]([O:23][C:24](=[O:39])[C:25]1[CH:37]=[C:36]([C:4]2[CH:5]=[CH:6][N:1]=[CH:2][CH:3]=2)[CH:35]=[C:27]([C:28]([N:30]([CH3:34])[CH2:31][CH2:32][CH3:33])=[O:29])[CH:26]=1)[C:17]1[CH:18]=[CH:19][CH:20]=[CH:21][CH:22]=1, predict the reactants needed to synthesize it. The reactants are: [N:1]1[CH:6]=[CH:5][C:4](B(O)O)=[CH:3][CH:2]=1.C(=O)([O-])[O-].[Na+].[Na+].[CH2:16]([O:23][C:24](=[O:39])[C:25]1[CH:37]=[C:36](I)[CH:35]=[C:27]([C:28]([N:30]([CH3:34])[CH2:31][CH2:32][CH3:33])=[O:29])[CH:26]=1)[C:17]1[CH:22]=[CH:21][CH:20]=[CH:19][CH:18]=1. (3) Given the product [C:30]([O:29][C:27]([CH:24]1[CH2:23][CH2:22][N:21]([C:19]2[NH:20][C:11](=[O:13])[C:5]([C:6]([O:8][CH2:9][CH3:10])=[O:7])=[CH:4][C:18]=2[C:16]#[N:17])[CH2:26][CH2:25]1)=[O:28])([CH3:33])([CH3:31])[CH3:32], predict the reactants needed to synthesize it. The reactants are: C(O[CH:4]=[C:5]([C:11]([O:13]CC)=O)[C:6]([O:8][CH2:9][CH3:10])=[O:7])C.[C:16]([CH2:18][C:19]([N:21]1[CH2:26][CH2:25][CH:24]([C:27]([O:29][C:30]([CH3:33])([CH3:32])[CH3:31])=[O:28])[CH2:23][CH2:22]1)=[NH:20])#[N:17]. (4) Given the product [C:11]1([C:12]2[CH:19]=[CH:18][CH:17]=[CH:14][C:13]=2[OH:38])[CH:10]=[CH:9][CH:8]=[CH:7][CH:16]=1, predict the reactants needed to synthesize it. The reactants are: S(O)(O)(=O)=O.O[C:7]1[CH:8]=[CH:9][CH:10]=[C:11]2[C:16]=1N=[CH:14][CH:13]=[CH:12]2.[CH3:17][CH2:18][CH2:19]CCCCCCCCCN1CC(C)OC(C)C1.C[O:38]C(C1C=C(Cl)C=CC=1NS(C(F)(F)F)(=O)=O)=O.CCC(P(O)(O)=O)N.CCC(P(O)(O)=O)N.[K].C1C=C(NC2N=C(Cl)N=C(Cl)N=2)C(Cl)=CC=1.C1C(Cl)=CC(Cl)=C(C2(CN3N=CN=C3)OCCO2)C=1.CO/C=C(/C(OC)=O)\C1C(OC2C=C(OC3C(C#N)=CC=CC=3)N=CN=2)=CC=CC=1. (5) Given the product [C:1]([O:5][C:6](=[O:19])[CH2:7][CH2:8][C:9]1[CH:14]=[C:13]([CH3:15])[C:12]([C:16]2[NH:38][C:37]3[CH:36]=[CH:35][C:23]([C:24](=[O:25])[NH:26][C:27]4[CH:32]=[CH:31][C:30]([CH3:33])=[C:29]([CH3:34])[CH:28]=4)=[CH:22][C:21]=3[N:20]=2)=[C:11]([CH3:18])[CH:10]=1)([CH3:4])([CH3:3])[CH3:2], predict the reactants needed to synthesize it. The reactants are: [C:1]([O:5][C:6](=[O:19])[CH2:7][CH2:8][C:9]1[CH:14]=[C:13]([CH3:15])[C:12]([CH:16]=O)=[C:11]([CH3:18])[CH:10]=1)([CH3:4])([CH3:3])[CH3:2].[NH2:20][C:21]1[CH:22]=[C:23]([CH:35]=[CH:36][C:37]=1[NH2:38])[C:24]([NH:26][C:27]1[CH:32]=[CH:31][C:30]([CH3:33])=[C:29]([CH3:34])[CH:28]=1)=[O:25].C(S([O-])(=O)=O)(F)(F)F.C(S([O-])(=O)=O)(F)(F)F.C(S([O-])(=O)=O)(F)(F)F.[Yb+3].O. (6) Given the product [NH2:7][C:8]1[C:9]([N+:11]([O-:13])=[O:12])=[CH:10][C:2]([Br:1])=[CH:3][C:4]=1[C:5]([OH:15])=[O:16], predict the reactants needed to synthesize it. The reactants are: [Br:1][C:2]1[CH:3]=[C:4]2[C:8](=[C:9]([N+:11]([O-:13])=[O:12])[CH:10]=1)[NH:7]C(=O)[C:5]2=[O:15].[OH:16]O.Cl. (7) Given the product [Cl:30][C:31]1[CH:32]=[C:33]([C:37]2[S:41][C:40]([NH:42][C:16]([C:15]3[CH:14]=[CH:13][C:12]([O:11][C@@H:8]4[CH2:7][CH2:6][C@H:5]([C:3]([O:2][CH3:1])=[O:4])[CH2:10][CH2:9]4)=[CH:20][CH:19]=3)=[O:18])=[N:39][N:38]=2)[CH:34]=[CH:35][CH:36]=1, predict the reactants needed to synthesize it. The reactants are: [CH3:1][O:2][C:3]([C@@H:5]1[CH2:10][CH2:9][C@H:8]([O:11][C:12]2[CH:20]=[CH:19][C:15]([C:16]([OH:18])=O)=[CH:14][CH:13]=2)[CH2:7][CH2:6]1)=[O:4].C(N(C(C)C)CC)(C)C.[Cl:30][C:31]1[CH:32]=[C:33]([C:37]2[S:41][C:40]([NH2:42])=[N:39][N:38]=2)[CH:34]=[CH:35][CH:36]=1.CN(C=O)C.